Dataset: NCI-60 drug combinations with 297,098 pairs across 59 cell lines. Task: Regression. Given two drug SMILES strings and cell line genomic features, predict the synergy score measuring deviation from expected non-interaction effect. (1) Drug 1: CC1C(C(CC(O1)OC2CC(CC3=C2C(=C4C(=C3O)C(=O)C5=C(C4=O)C(=CC=C5)OC)O)(C(=O)C)O)N)O.Cl. Drug 2: N.N.Cl[Pt+2]Cl. Cell line: UO-31. Synergy scores: CSS=9.24, Synergy_ZIP=-2.64, Synergy_Bliss=0.333, Synergy_Loewe=-7.83, Synergy_HSA=2.66. (2) Drug 1: CC=C1C(=O)NC(C(=O)OC2CC(=O)NC(C(=O)NC(CSSCCC=C2)C(=O)N1)C(C)C)C(C)C. Drug 2: CN(C(=O)NC(C=O)C(C(C(CO)O)O)O)N=O. Cell line: HCT116. Synergy scores: CSS=40.7, Synergy_ZIP=3.67, Synergy_Bliss=-0.602, Synergy_Loewe=-53.6, Synergy_HSA=-2.34. (3) Drug 1: CNC(=O)C1=CC=CC=C1SC2=CC3=C(C=C2)C(=NN3)C=CC4=CC=CC=N4. Drug 2: C1=CN(C(=O)N=C1N)C2C(C(C(O2)CO)O)O.Cl. Cell line: HOP-92. Synergy scores: CSS=28.6, Synergy_ZIP=0.964, Synergy_Bliss=-1.94, Synergy_Loewe=-17.8, Synergy_HSA=-2.22. (4) Drug 1: CC1C(C(CC(O1)OC2CC(CC3=C2C(=C4C(=C3O)C(=O)C5=C(C4=O)C(=CC=C5)OC)O)(C(=O)C)O)N)O.Cl. Drug 2: C1=NC2=C(N=C(N=C2N1C3C(C(C(O3)CO)O)O)F)N. Cell line: ACHN. Synergy scores: CSS=29.1, Synergy_ZIP=2.68, Synergy_Bliss=4.23, Synergy_Loewe=-8.52, Synergy_HSA=4.00. (5) Drug 1: C1CCC(CC1)NC(=O)N(CCCl)N=O. Drug 2: CC1C(C(CC(O1)OC2CC(CC3=C2C(=C4C(=C3O)C(=O)C5=CC=CC=C5C4=O)O)(C(=O)C)O)N)O. Cell line: TK-10. Synergy scores: CSS=44.9, Synergy_ZIP=0.871, Synergy_Bliss=1.26, Synergy_Loewe=-50.4, Synergy_HSA=0.762. (6) Drug 1: C1=CC(=C2C(=C1NCCNCCO)C(=O)C3=C(C=CC(=C3C2=O)O)O)NCCNCCO. Drug 2: C1=C(C(=O)NC(=O)N1)F. Cell line: PC-3. Synergy scores: CSS=37.7, Synergy_ZIP=-3.84, Synergy_Bliss=-3.77, Synergy_Loewe=3.96, Synergy_HSA=5.18. (7) Drug 1: CCN(CC)CCNC(=O)C1=C(NC(=C1C)C=C2C3=C(C=CC(=C3)F)NC2=O)C. Drug 2: CC1=C(C(=O)C2=C(C1=O)N3CC4C(C3(C2COC(=O)N)OC)N4)N. Cell line: CAKI-1. Synergy scores: CSS=39.7, Synergy_ZIP=-1.26, Synergy_Bliss=-0.592, Synergy_Loewe=-20.1, Synergy_HSA=-1.45.